From a dataset of Reaction yield outcomes from USPTO patents with 853,638 reactions. Predict the reaction yield, written as a fraction of the theoretical maximum amount of product (1.0 means a 100% yield; for example, 0.34 means a 34% yield). The reactants are [H-].[H-].[H-].[H-].[Li+].[Al+3].[CH:7]1([C:12]2[CH:17]=[CH:16][C:15]([C:18]([CH3:25])=[CH:19][C:20](OCC)=[O:21])=[CH:14][CH:13]=2)[CH2:11][CH2:10][CH2:9][CH2:8]1. The catalyst is CCOCC. The product is [CH:7]1([C:12]2[CH:13]=[CH:14][C:15]([C:18]([CH3:25])=[CH:19][CH2:20][OH:21])=[CH:16][CH:17]=2)[CH2:8][CH2:9][CH2:10][CH2:11]1. The yield is 0.823.